Dataset: Forward reaction prediction with 1.9M reactions from USPTO patents (1976-2016). Task: Predict the product of the given reaction. (1) Given the reactants [CH3:1][O:2][C:3]1[N:8]=[CH:7][C:6]([C@@H:9]([N:14]2[CH:18]=[CH:17][N:16]([CH2:19][CH2:20][CH2:21][C:22]3[CH:23]=[CH:24][C:25]4[CH2:31][CH2:30][CH2:29][CH2:28][NH:27][C:26]=4[N:32]=3)[C:15]2=[O:33])[CH2:10][C:11]([OH:13])=[O:12])=[CH:5][CH:4]=1.[OH-].[Na+].[H][H], predict the reaction product. The product is: [CH3:1][O:2][C:3]1[N:8]=[CH:7][C:6]([C@@H:9]([N:14]2[CH2:18][CH2:17][N:16]([CH2:19][CH2:20][CH2:21][C:22]3[CH:23]=[CH:24][C:25]4[CH2:31][CH2:30][CH2:29][CH2:28][NH:27][C:26]=4[N:32]=3)[C:15]2=[O:33])[CH2:10][C:11]([OH:13])=[O:12])=[CH:5][CH:4]=1. (2) Given the reactants C1C(=O)N([Br:8])C(=O)C1.[CH:9]([C:12]1[CH:20]=[CH:19][C:15]2[O:16][CH2:17][O:18][C:14]=2[CH:13]=1)([CH3:11])[CH3:10].O, predict the reaction product. The product is: [Br:8][C:20]1[C:12]([CH:9]([CH3:11])[CH3:10])=[CH:13][C:14]2[O:18][CH2:17][O:16][C:15]=2[CH:19]=1. (3) The product is: [Br:22][C:8]1[C:9](=[O:21])[N:10]([CH2:14][C:15]2[CH:16]=[N:17][CH:18]=[CH:19][CH:20]=2)[C:11]([CH3:13])=[CH:12][C:7]=1[CH2:42][CH2:43][C:40]1[CH:35]=[CH:36][C:50]([F:63])=[CH:38][CH:39]=1. Given the reactants FC(F)(F)S(O[C:7]1[CH:12]=[C:11]([CH3:13])[N:10]([CH2:14][C:15]2[CH:16]=[N:17][CH:18]=[CH:19][CH:20]=2)[C:9](=[O:21])[C:8]=1[Br:22])(=O)=O.BrC1C(=O)N(C[C:35]2[CH:36]=N[CH:38]=[CH:39][CH:40]=2)C(C)=CC=1O.[CH2:42](N(CC)CC)[CH3:43].F[C:50]([F:63])(F)S(OS(C(F)(F)F)(=O)=O)(=O)=O, predict the reaction product. (4) Given the reactants [O:1]1[C:5]2([CH2:10][CH2:9][C:8](=[O:11])[CH2:7][CH2:6]2)[O:4][CH2:3][CH2:2]1.C1C=CC(N([S:19]([C:22]([F:25])([F:24])[F:23])(=[O:21])=[O:20])[S:19]([C:22]([F:25])([F:24])[F:23])(=[O:21])=[O:20])=CC=1.C[Si]([N-][Si](C)(C)C)(C)C.[K+].C1(C)C=CC=CC=1, predict the reaction product. The product is: [F:23][C:22]([F:25])([F:24])[S:19]([O:11][C:8]1[CH2:7][CH2:6][C:5]2([O:4][CH2:3][CH2:2][O:1]2)[CH2:10][CH:9]=1)(=[O:21])=[O:20]. (5) Given the reactants Cl.[NH2:2][C:3]1[CH:4]=[C:5]([CH:16]=[C:17]([F:19])[CH:18]=1)[O:6][C@@H:7]1[CH2:12][CH2:11][CH2:10][N:9]([C:13](=[O:15])[CH3:14])[CH2:8]1.CCN(C(C)C)C(C)C.[N:29]([C:32]1[CH:33]=[N:34][CH:35]=[CH:36][CH:37]=1)=[C:30]=[O:31].C(=O)(O)[O-].[Na+], predict the reaction product. The product is: [C:13]([N:9]1[CH2:10][CH2:11][CH2:12][C@@H:7]([O:6][C:5]2[CH:4]=[C:3]([NH:2][C:30]([NH:29][C:32]3[CH:33]=[N:34][CH:35]=[CH:36][CH:37]=3)=[O:31])[CH:18]=[C:17]([F:19])[CH:16]=2)[CH2:8]1)(=[O:15])[CH3:14].